From a dataset of NCI-60 drug combinations with 297,098 pairs across 59 cell lines. Regression. Given two drug SMILES strings and cell line genomic features, predict the synergy score measuring deviation from expected non-interaction effect. (1) Drug 1: CC1=C(C(CCC1)(C)C)C=CC(=CC=CC(=CC(=O)O)C)C. Drug 2: C1=NC2=C(N1)C(=S)N=CN2. Cell line: NCIH23. Synergy scores: CSS=38.6, Synergy_ZIP=-4.34, Synergy_Bliss=-0.820, Synergy_Loewe=-9.02, Synergy_HSA=1.22. (2) Drug 1: CC1C(C(CC(O1)OC2CC(CC3=C2C(=C4C(=C3O)C(=O)C5=C(C4=O)C(=CC=C5)OC)O)(C(=O)C)O)N)O.Cl. Drug 2: CC(C)(C#N)C1=CC(=CC(=C1)CN2C=NC=N2)C(C)(C)C#N. Cell line: COLO 205. Synergy scores: CSS=32.8, Synergy_ZIP=5.82, Synergy_Bliss=11.2, Synergy_Loewe=-15.2, Synergy_HSA=9.06.